Predict the reactants needed to synthesize the given product. From a dataset of Full USPTO retrosynthesis dataset with 1.9M reactions from patents (1976-2016). Given the product [Cl:62][C:45]1[C:46]([NH:48][C:49]2[CH:54]=[CH:53][C:52]([O:55][CH3:56])=[CH:51][C:50]=2[N:57]2[CH:61]=[CH:60][CH:59]=[N:58]2)=[N:47][C:42]([NH:19][C:17]2[CH:16]=[CH:15][C:12]3[CH2:13][CH2:14][N:8]([CH2:7][CH:2]4[CH2:3][O:4][CH2:5][CH2:6][O:1]4)[CH2:9][CH2:10][C:11]=3[CH:18]=2)=[N:43][CH:44]=1, predict the reactants needed to synthesize it. The reactants are: [O:1]1[CH2:6][CH2:5][O:4][CH2:3][CH:2]1[CH2:7][N:8]1[CH2:14][CH2:13][C:12]2[CH:15]=[CH:16][C:17]([NH2:19])=[CH:18][C:11]=2[CH2:10][CH2:9]1.O1CCOCC1CN1CCC2C=C(OC)C(N)=CC=2CC1.Cl[C:42]1[N:47]=[C:46]([NH:48][C:49]2[CH:54]=[CH:53][C:52]([O:55][CH3:56])=[CH:51][C:50]=2[N:57]2[CH:61]=[CH:60][CH:59]=[N:58]2)[C:45]([Cl:62])=[CH:44][N:43]=1.